From a dataset of Reaction yield outcomes from USPTO patents with 853,638 reactions. Predict the reaction yield, written as a fraction of the theoretical maximum amount of product (1.0 means a 100% yield; for example, 0.34 means a 34% yield). (1) The reactants are [Cl:1][C:2]1[CH:3]=[C:4]2[CH:10]=[C:9]([Si](CC)(CC)CC)[NH:8][C:5]2=[N:6][CH:7]=1.CCCC[N+](CCCC)(CCCC)CCCC.[F-]. The catalyst is C1COCC1.C(OCC)(=O)C. The product is [Cl:1][C:2]1[CH:3]=[C:4]2[CH:10]=[CH:9][NH:8][C:5]2=[N:6][CH:7]=1. The yield is 0.900. (2) The reactants are [N+:1]([C:4]1[CH:10]=[CH:9][C:7]([NH2:8])=[C:6]([C:11]#[C:12][C:13]2[CH:18]=[CH:17][CH:16]=[CH:15][N:14]=2)[CH:5]=1)([O-:3])=[O:2].CC([O-])(C)C.[K+]. The catalyst is CN(C=O)C.O. The product is [N+:1]([C:4]1[CH:5]=[C:6]2[C:7](=[CH:9][CH:10]=1)[NH:8][C:12]([C:13]1[CH:18]=[CH:17][CH:16]=[CH:15][N:14]=1)=[CH:11]2)([O-:3])=[O:2]. The yield is 0.670. (3) The reactants are [C:1]([NH:4][C@H:5]1[C@@H:11]([OH:12])[C@H:10]([OH:13])[C@@H:9]([CH2:14][OH:15])[O:8][CH:6]1[OH:7])(=[O:3])[CH3:2].C(O[C:20](=[O:22])[CH3:21])(=O)C. The catalyst is N1C=CC=CC=1.CN(C1C=CN=CC=1)C. The product is [C:1]([O:7][CH:6]1[O:8][C@H:9]([CH2:14][O:15][C:20](=[O:22])[CH3:21])[C@@H:10]([O:13][C:9](=[O:8])[CH3:10])[C@H:11]([O:12][C:6](=[O:7])[CH3:5])[C@@H:5]1[NH:4][C:1](=[O:3])[CH3:2])(=[O:3])[CH3:2]. The yield is 0.940. (4) The reactants are [C:1]([C:5]1[CH:12]=[CH:11][C:10]([N+:13]([O-:15])=[O:14])=[CH:9][C:6]=1[C:7]#[N:8])([CH3:4])([CH3:3])[CH3:2].B.C1COCC1.CO.Cl. The catalyst is C1COCC1.O. The product is [C:1]([C:5]1[CH:12]=[CH:11][C:10]([N+:13]([O-:15])=[O:14])=[CH:9][C:6]=1[CH2:7][NH2:8])([CH3:4])([CH3:2])[CH3:3]. The yield is 0.430. (5) The reactants are [CH:1]([C:3]1[N:8]=[CH:7][C:6]([N:9]2[CH2:14][CH2:13][N:12]([C:15]([O:17]C(C)(C)C)=O)[CH2:11][CH2:10]2)=[CH:5][CH:4]=1)=[O:2].F[C:23](F)(F)C(O)=O.C(OC(=O)C)(=O)C.C(=O)([O-])O.[Na+]. The catalyst is ClCCl. The product is [C:15]([N:12]1[CH2:13][CH2:14][N:9]([C:6]2[CH:5]=[CH:4][C:3]([CH:1]=[O:2])=[N:8][CH:7]=2)[CH2:10][CH2:11]1)(=[O:17])[CH3:23]. The yield is 0.679. (6) The reactants are [F:1][C:2]1[CH:7]=[C:6]([F:8])[CH:5]=[CH:4][C:3]=1[N:9]1[C:13]([C:14]2[S:23][C:22]3[C:21]4[N:24]=[C:25]([C:28]5[CH:29]=[N:30][C:31](F)=[CH:32][CH:33]=5)[CH:26]=[CH:27][C:20]=4[O:19][CH2:18][CH2:17][C:16]=3[CH:15]=2)=[N:12][CH:11]=[N:10]1.[CH3:35][N:36]1[CH2:41][CH2:40][NH:39][CH2:38][CH2:37]1.CCN(C(C)C)C(C)C. The catalyst is CN1C(=O)CCC1. The product is [F:1][C:2]1[CH:7]=[C:6]([F:8])[CH:5]=[CH:4][C:3]=1[N:9]1[C:13]([C:14]2[S:23][C:22]3[C:21]4[N:24]=[C:25]([C:28]5[CH:29]=[N:30][C:31]([N:39]6[CH2:40][CH2:41][N:36]([CH3:35])[CH2:37][CH2:38]6)=[CH:32][CH:33]=5)[CH:26]=[CH:27][C:20]=4[O:19][CH2:18][CH2:17][C:16]=3[CH:15]=2)=[N:12][CH:11]=[N:10]1. The yield is 0.570.